From a dataset of Catalyst prediction with 721,799 reactions and 888 catalyst types from USPTO. Predict which catalyst facilitates the given reaction. (1) Reactant: [NH2:1][C:2]1[CH:7]=[CH:6][CH:5]=[C:4]([F:8])[C:3]=1[CH2:9][OH:10]. Product: [NH2:1][C:2]1[CH:7]=[CH:6][CH:5]=[C:4]([F:8])[C:3]=1[CH:9]=[O:10]. The catalyst class is: 704. (2) Reactant: [CH3:1][CH:2]([C:4]1[CH:5]=[CH:6][C:7]2[NH:11][C:10](=[O:12])[N:9]([CH:13]3[CH2:18][CH2:17][N:16](C(OC(C)(C)C)=O)[CH2:15][CH2:14]3)[C:8]=2[CH:26]=1)[CH3:3].[ClH:27]. Product: [ClH:27].[CH3:3][CH:2]([C:4]1[CH:5]=[CH:6][C:7]2[NH:11][C:10](=[O:12])[N:9]([CH:13]3[CH2:14][CH2:15][NH:16][CH2:17][CH2:18]3)[C:8]=2[CH:26]=1)[CH3:1]. The catalyst class is: 645. (3) Reactant: Br[C:2]1[CH:3]=[C:4]([C:10]2[C:11]([CH3:16])=[N:12][CH:13]=[CH:14][CH:15]=2)[CH:5]=[CH:6][C:7]=1[O:8][CH3:9].[CH3:17][C:18]1([CH3:34])[C:22]([CH3:24])([CH3:23])[O:21][B:20]([B:20]2[O:21][C:22]([CH3:24])([CH3:23])[C:18]([CH3:34])([CH3:17])[O:19]2)[O:19]1.CC([O-])=O.[K+]. Product: [CH3:9][O:8][C:7]1[CH:6]=[CH:5][C:4]([C:10]2[C:11]([CH3:16])=[N:12][CH:13]=[CH:14][CH:15]=2)=[CH:3][C:2]=1[B:20]1[O:21][C:22]([CH3:24])([CH3:23])[C:18]([CH3:34])([CH3:17])[O:19]1. The catalyst class is: 184. (4) Reactant: [Cl:1][C:2]1[CH:3]=[C:4]([C:9]2([CH3:25])[S:13][N:12]=[C:11]([C:14]3[CH:23]=[CH:22][C:17]([C:18]([O:20]C)=[O:19])=[C:16]([CH3:24])[CH:15]=3)[CH2:10]2)[CH:5]=[C:6]([Cl:8])[CH:7]=1.[Li+].[OH-]. Product: [Cl:1][C:2]1[CH:3]=[C:4]([C:9]2([CH3:25])[S:13][N:12]=[C:11]([C:14]3[CH:23]=[CH:22][C:17]([C:18]([OH:20])=[O:19])=[C:16]([CH3:24])[CH:15]=3)[CH2:10]2)[CH:5]=[C:6]([Cl:8])[CH:7]=1. The catalyst class is: 20. (5) Reactant: [Cl:1][C:2]1[CH:7]=[CH:6][C:5]([N:8]([C@H:12]2[C:21]3[C:16](=[CH:17][CH:18]=[CH:19][CH:20]=3)[N:15]([C:22](=[O:30])[C:23]3[CH:28]=[CH:27][C:26]([OH:29])=[CH:25][CH:24]=3)[C@@H:14]([CH3:31])[CH2:13]2)[C:9](=[O:11])[CH3:10])=[CH:4][CH:3]=1.C([O-])([O-])=O.[K+].[K+].Br[CH2:39][CH2:40][N:41]1[CH:45]=[CH:44][N:43]=[CH:42]1. Product: [Cl:1][C:2]1[CH:3]=[CH:4][C:5]([N:8]([C@H:12]2[C:21]3[C:16](=[CH:17][CH:18]=[CH:19][CH:20]=3)[N:15]([C:22](=[O:30])[C:23]3[CH:24]=[CH:25][C:26]([O:29][CH2:39][CH2:40][N:41]4[CH:45]=[CH:44][N:43]=[CH:42]4)=[CH:27][CH:28]=3)[C@@H:14]([CH3:31])[CH2:13]2)[C:9](=[O:11])[CH3:10])=[CH:6][CH:7]=1. The catalyst class is: 3.